Dataset: Reaction yield outcomes from USPTO patents with 853,638 reactions. Task: Predict the reaction yield, written as a fraction of the theoretical maximum amount of product (1.0 means a 100% yield; for example, 0.34 means a 34% yield). (1) The reactants are [CH3:1][C:2]1([CH3:8])[NH:6][C:5](=[O:7])[CH2:4][CH2:3]1.[H-].[Na+].[CH2:11](Br)[C:12]1[CH:17]=[CH:16][CH:15]=[CH:14][CH:13]=1.C(OCC)(=O)C.CCCCCC. The catalyst is CN(C=O)C. The product is [CH2:11]([N:6]1[C:2]([CH3:8])([CH3:1])[CH2:3][CH2:4][C:5]1=[O:7])[C:12]1[CH:17]=[CH:16][CH:15]=[CH:14][CH:13]=1. The yield is 0.636. (2) The reactants are [C:1]([C:3]1[C:4]([NH2:10])=[N:5][CH:6]=[C:7]([F:9])[CH:8]=1)#[CH:2].[CH2:11]([O:18][C:19]1[CH:24]=[CH:23][C:22]([CH2:25][C:26](Cl)=[N:27][OH:28])=[CH:21][CH:20]=1)[C:12]1[CH:17]=[CH:16][CH:15]=[CH:14][CH:13]=1.C(N(CC)CC)C. The catalyst is O1CCCC1. The product is [CH2:11]([O:18][C:19]1[CH:24]=[CH:23][C:22]([CH2:25][C:26]2[CH:2]=[C:1]([C:3]3[C:4]([NH2:10])=[N:5][CH:6]=[C:7]([F:9])[CH:8]=3)[O:28][N:27]=2)=[CH:21][CH:20]=1)[C:12]1[CH:13]=[CH:14][CH:15]=[CH:16][CH:17]=1. The yield is 0.600. (3) The reactants are [B:10]1([B:10]2[O:14][C:13]([CH3:16])([CH3:15])[C:12]([CH3:18])([CH3:17])[O:11]2)[O:14][C:13]([CH3:16])([CH3:15])[C:12]([CH3:18])([CH3:17])[O:11]1.C([O-])(=O)C.[K+].Br[C:25]1[CH:30]=[CH:29][C:28]([O:31][C:32]([N:34]2[CH:40]3[CH2:41][CH2:42][N:37]([CH2:38][CH2:39]3)[CH2:36][CH2:35]2)=[O:33])=[CH:27][CH:26]=1. The catalyst is ClCCl.Cl[Pd]Cl.C1(P(C2C=CC=CC=2)[C-]2C=CC=C2)C=CC=CC=1.[C-]1(P(C2C=CC=CC=2)C2C=CC=CC=2)C=CC=C1.[Fe+2].C1(P(C2C=CC=CC=2)[C-]2C=CC=C2)C=CC=CC=1.[C-]1(P(C2C=CC=CC=2)C2C=CC=CC=2)C=CC=C1.[Fe+2]. The product is [CH3:16][C:13]1([CH3:15])[C:12]([CH3:17])([CH3:18])[O:11][B:10]([C:25]2[CH:30]=[CH:29][C:28]([O:31][C:32]([N:34]3[CH:40]4[CH2:41][CH2:42][N:37]([CH2:38][CH2:39]4)[CH2:36][CH2:35]3)=[O:33])=[CH:27][CH:26]=2)[O:14]1. The yield is 0.490. (4) The reactants are [Cl:1][C:2]1[C:7]2[CH:8]=[C:9]([C:11]([O:13][CH3:14])=[O:12])[NH:10][C:6]=2[CH:5]=[CH:4][N:3]=1.[C:15]([O:19][C:20]1[CH:29]=[CH:28][C:23]([O:24][CH2:25][CH2:26]O)=[CH:22][CH:21]=1)([CH3:18])([CH3:17])[CH3:16].C1C=CC(P(C2C=CC=CC=2)C2C=CC=CC=2)=CC=1.CC(OC(/N=N/C(OC(C)C)=O)=O)C. The yield is 1.05. The catalyst is C1(C)C=CC=CC=1. The product is [C:15]([O:19][C:20]1[CH:21]=[CH:22][C:23]([O:24][CH2:25][CH2:26][N:10]2[C:6]3[CH:5]=[CH:4][N:3]=[C:2]([Cl:1])[C:7]=3[CH:8]=[C:9]2[C:11]([O:13][CH3:14])=[O:12])=[CH:28][CH:29]=1)([CH3:17])([CH3:16])[CH3:18]. (5) The reactants are C(NC(C)C)(C)C.[Li]CCCC.[F:13][C:14]1[CH:19]=[CH:18][C:17]([O:20][CH2:21][CH2:22][O:23][CH3:24])=[CH:16][N:15]=1.[B:25](OC(C)C)([O:30]C(C)C)[O:26]C(C)C. The catalyst is C1COCC1. The product is [F:13][C:14]1[C:19]([B:25]([OH:30])[OH:26])=[CH:18][C:17]([O:20][CH2:21][CH2:22][O:23][CH3:24])=[CH:16][N:15]=1. The yield is 0.890.